This data is from HIV replication inhibition screening data with 41,000+ compounds from the AIDS Antiviral Screen. The task is: Binary Classification. Given a drug SMILES string, predict its activity (active/inactive) in a high-throughput screening assay against a specified biological target. (1) The molecule is O=C(CCc1nc(=S)[nH][nH]1)Nc1ccccc1Cl. The result is 0 (inactive). (2) The molecule is CC(=O)OCC1OC(n2c3c(cc(C#N)c2=S)CCCCCC3)C(OC(C)=O)C(OC(C)=O)C1OC(C)=O. The result is 0 (inactive). (3) The result is 1 (active). The compound is C[n+]1c(-c2ccc(C=NNC(=O)c3ccc(C(=O)NN=Cc4ccc(-c5cn6ccccc6[n+]5C)cc4)nc3)cc2)cn2ccccc21.Cc1ccc(S(=O)(O)=[OH+])cc1. (4) The molecule is O=C1C2C(C(=O)N1c1ccccc1)C1(c3ccccc3)CCC2(C(=O)c2ccccc2)O1. The result is 0 (inactive). (5) The molecule is CCOC(=O)c1[nH]c(COC(C)=O)c(CCCOC(C)=O)c1CCCOC(C)=O. The result is 0 (inactive). (6) The result is 0 (inactive). The molecule is c1ccc2c(c1)NC1=[S+][Fe-2]3([S-2][Fe-2]4([S+]=C5Nc6ccccc6[NH+]54)[S-2]3)[NH+]12.